Dataset: Forward reaction prediction with 1.9M reactions from USPTO patents (1976-2016). Task: Predict the product of the given reaction. (1) Given the reactants [Cl:1][C:2]1[C:18]([Cl:19])=[C:17]([CH2:20][CH2:21][C:22](=[O:38])[C:23]2[S:24][C:25]([C:28]3[CH:33]=[CH:32][C:31]([C:34]([F:37])([F:36])[F:35])=[CH:30][CH:29]=3)=[CH:26][CH:27]=2)[CH:16]=[CH:15][C:3]=1[O:4][CH:5]([CH2:13][CH3:14])[C:6]([O:8]C(C)(C)C)=[O:7].FC(F)(F)C(O)=O, predict the reaction product. The product is: [Cl:1][C:2]1[C:18]([Cl:19])=[C:17]([CH2:20][CH2:21][C:22](=[O:38])[C:23]2[S:24][C:25]([C:28]3[CH:29]=[CH:30][C:31]([C:34]([F:35])([F:36])[F:37])=[CH:32][CH:33]=3)=[CH:26][CH:27]=2)[CH:16]=[CH:15][C:3]=1[O:4][CH:5]([CH2:13][CH3:14])[C:6]([OH:8])=[O:7]. (2) Given the reactants [F:1][B-:2]([F:5])([F:4])[F:3].C(O[C+](C1C=CC(C)=CC=1)C=CC=C[CH:14]=[C:15]([N:23](CC)[CH2:24][CH3:25])C1C=CC(C)=CC=1)C.F[B-](F)(F)F.C(O[C+:43]([C:61]1[CH:66]=[CH:65][C:64]([O:67][CH3:68])=[CH:63][CH:62]=1)[CH:44]=[CH:45][CH:46]=[CH:47][CH:48]=[C:49]([O:58][CH2:59][CH3:60])[C:50]1[CH:55]=[CH:54][C:53]([O:56][CH3:57])=[CH:52][CH:51]=1)C, predict the reaction product. The product is: [F:1][B-:2]([F:5])([F:4])[F:3].[CH2:59]([O:58][C+:49]([C:50]1[CH:55]=[CH:54][C:53]([O:56][CH3:57])=[CH:52][CH:51]=1)[CH:48]=[CH:47][CH:46]=[CH:45][CH:44]=[C:43]([N:23]([CH2:24][CH3:25])[CH2:15][CH3:14])[C:61]1[CH:62]=[CH:63][C:64]([O:67][CH3:68])=[CH:65][CH:66]=1)[CH3:60]. (3) Given the reactants [CH3:1][N:2]1[C:6]([C:7]2[CH:19]=[N:18][C:17]3[C:16]4[CH:15]=[CH:14][C:13]([C:20]([O:22][CH3:23])=[O:21])=[CH:12][C:11]=4[NH:10][C:9]=3[CH:8]=2)=[C:5]([CH3:24])[N:4]=[N:3]1.BrC1C=NC2C3C=CC4C(=O)OCC=4C=3N([C@H:43]([C:50]3[CH:55]=[CH:54][CH:53]=[CH:52][CH:51]=3)[CH:44]3[CH2:49][CH2:48][O:47][CH2:46][CH2:45]3)C=2C=1, predict the reaction product. The product is: [CH3:1][N:2]1[C:6]([C:7]2[CH:19]=[N:18][C:17]3[C:16]4[CH:15]=[CH:14][C:13]5[C:20](=[O:21])[O:22][CH2:23][C:12]=5[C:11]=4[N:10]([C@H:43]([C:50]4[CH:55]=[CH:54][CH:53]=[CH:52][CH:51]=4)[CH:44]4[CH2:45][CH2:46][O:47][CH2:48][CH2:49]4)[C:9]=3[CH:8]=2)=[C:5]([CH3:24])[N:4]=[N:3]1. (4) Given the reactants [C:1]([CH2:3][C:4]([N:6]1[CH2:10][CH2:9][CH2:8][C@@H:7]1[CH2:11][N:12]1[C:16]2[CH:17]=[C:18]([CH2:21][OH:22])[CH:19]=[CH:20][C:15]=2[N:14]=[C:13]1[NH:23][C:24]([C:26]1[S:27][C:28]([CH:31]([F:33])[F:32])=[CH:29][CH:30]=1)=[O:25])=[O:5])#[N:2].C(CC(N1CCC[C@@H]1CN1C2C=CC(CO)=CC=2N=C1NC(C1SC(C(F)F)=CC=1)=O)=O)#N.FC1C=C(C=CC=1[N+]([O-])=O)C(OC)=O.CC(OI1(OC(C)=O)(OC(C)=O)OC(=O)C2C=CC=CC1=2)=O, predict the reaction product. The product is: [C:1]([CH2:3][C:4]([N:6]1[CH2:10][CH2:9][CH2:8][C@@H:7]1[CH2:11][N:12]1[C:16]2[CH:17]=[C:18]([CH:21]=[O:22])[CH:19]=[CH:20][C:15]=2[N:14]=[C:13]1[NH:23][C:24]([C:26]1[S:27][C:28]([CH:31]([F:32])[F:33])=[CH:29][CH:30]=1)=[O:25])=[O:5])#[N:2]. (5) Given the reactants Cl[C:2]1[CH:7]=[CH:6][N:5]([C:8]2[CH:13]=[CH:12][C:11]([O:14]COCC[Si](C)(C)C)=[C:10]([O:23][CH3:24])[CH:9]=2)[C:4](=[O:25])[CH:3]=1.[F:26][C:27]([F:39])([F:38])[O:28][C:29]1[CH:34]=[CH:33][C:32](B(O)O)=[CH:31][CH:30]=1.[O-]P([O-])([O-])=O.[K+].[K+].[K+], predict the reaction product. The product is: [OH:14][C:11]1[CH:12]=[CH:13][C:8]([N:5]2[CH:6]=[CH:7][C:2]([C:29]3[CH:30]=[CH:31][C:32]([C:27]([F:39])([F:38])[F:26])=[CH:33][CH:34]=3)=[CH:3][C:4]2=[O:25])=[CH:9][C:10]=1[O:23][CH3:24].[OH:14][C:11]1[CH:12]=[CH:13][C:8]([N:5]2[CH:6]=[CH:7][C:2]([C:32]3[CH:31]=[CH:30][C:29]([O:28][C:27]([F:26])([F:38])[F:39])=[CH:34][CH:33]=3)=[CH:3][C:4]2=[O:25])=[CH:9][C:10]=1[O:23][CH3:24]. (6) Given the reactants F[C:2]1[N:10]=[C:9]2[C:5]([N:6]=[CH:7][N:8]2[CH:11]([CH3:13])[CH3:12])=[C:4]([NH:14][CH2:15][C:16]2[CH:21]=[CH:20][CH:19]=[CH:18][N:17]=2)[N:3]=1.CCN(C(C)C)C(C)C.[NH2:31][C@H:32]([CH2:38][CH3:39])[CH:33]([OH:37])[CH:34]([CH3:36])[CH3:35], predict the reaction product. The product is: [CH:11]([N:8]1[CH:7]=[N:6][C:5]2[C:9]1=[N:10][C:2]([NH:31][C@H:32]([CH2:38][CH3:39])[CH:33]([OH:37])[CH:34]([CH3:36])[CH3:35])=[N:3][C:4]=2[NH:14][CH2:15][C:16]1[CH:21]=[CH:20][CH:19]=[CH:18][N:17]=1)([CH3:13])[CH3:12]. (7) Given the reactants [N:1]1[CH:6]=[CH:5][C:4]([C:7]2[S:8][CH:9]=[C:10]([C:12](OCC)=[O:13])[N:11]=2)=[CH:3][CH:2]=1.[BH4-].[Na+], predict the reaction product. The product is: [N:1]1[CH:2]=[CH:3][C:4]([C:7]2[S:8][CH:9]=[C:10]([CH2:12][OH:13])[N:11]=2)=[CH:5][CH:6]=1.